From a dataset of TCR-epitope binding with 47,182 pairs between 192 epitopes and 23,139 TCRs. Binary Classification. Given a T-cell receptor sequence (or CDR3 region) and an epitope sequence, predict whether binding occurs between them. (1) The epitope is GTSGSPIVNR. The TCR CDR3 sequence is CASSLGAGEYEQYF. Result: 1 (the TCR binds to the epitope). (2) The epitope is FTYASALWEI. The TCR CDR3 sequence is CASSHGLAGGLDTQYF. Result: 1 (the TCR binds to the epitope). (3) The epitope is FADDLNQLTGY. The TCR CDR3 sequence is CASSLSSGLDEQYF. Result: 1 (the TCR binds to the epitope). (4) The epitope is ELAGIGILTV. The TCR CDR3 sequence is CASRVDPSGYNEQFF. Result: 0 (the TCR does not bind to the epitope). (5) The epitope is TLDSKTQSL. The TCR CDR3 sequence is CASSQAPAGAGHEQYF. Result: 0 (the TCR does not bind to the epitope).